From a dataset of Forward reaction prediction with 1.9M reactions from USPTO patents (1976-2016). Predict the product of the given reaction. (1) Given the reactants [CH3:1][C:2]1[C:6]([C:7]([O:9][CH3:10])=[O:8])=[CH:5][NH:4][N:3]=1.[CH3:11][O:12][C:13]1[CH:18]=[CH:17][C:16](B(O)O)=[CH:15][CH:14]=1, predict the reaction product. The product is: [CH3:11][O:12][C:13]1[CH:18]=[CH:17][C:16]([N:4]2[CH:5]=[C:6]([C:7]([O:9][CH3:10])=[O:8])[C:2]([CH3:1])=[N:3]2)=[CH:15][CH:14]=1. (2) Given the reactants [OH-].[Na+].[CH:3]1([C:6]([C:8]2[CH:13]=[CH:12][C:11]([C:14]3[S:18][C:17]([NH:19]C(=O)C)=[N:16][C:15]=3[CH3:23])=[CH:10][CH:9]=2)=[O:7])[CH2:5][CH2:4]1, predict the reaction product. The product is: [NH2:19][C:17]1[S:18][C:14]([C:11]2[CH:12]=[CH:13][C:8]([C:6]([CH:3]3[CH2:5][CH2:4]3)=[O:7])=[CH:9][CH:10]=2)=[C:15]([CH3:23])[N:16]=1. (3) Given the reactants S(C1C=CC(C)=CC=1)(O)(=O)=O.[F:12][C:13]([F:44])([F:43])[O:14][C:15]1[CH:20]=[CH:19][CH:18]=[CH:17][C:16]=1[CH2:21][CH2:22][NH:23][CH2:24][CH2:25][CH2:26][CH2:27][C:28]([C:30]1[CH:31]=[C:32]([S:39]([NH2:42])(=[O:41])=[O:40])[C:33]2[O:37][CH2:36][CH2:35][C:34]=2[CH:38]=1)=[O:29].C(=O)([O-])[O-].[K+].[K+].[F:51][C:52]([F:63])([F:62])[C:53](O[C:53](=[O:54])[C:52]([F:63])([F:62])[F:51])=[O:54], predict the reaction product. The product is: [NH2:42][S:39]([C:32]1[C:33]2[O:37][CH2:36][CH2:35][C:34]=2[CH:38]=[C:30]([C:28](=[O:29])[CH2:27][CH2:26][CH2:25][CH2:24][N:23]([CH2:22][CH2:21][C:16]2[CH:17]=[CH:18][CH:19]=[CH:20][C:15]=2[O:14][C:13]([F:12])([F:43])[F:44])[C:53](=[O:54])[C:52]([F:63])([F:62])[F:51])[CH:31]=1)(=[O:40])=[O:41]. (4) Given the reactants [C:1]([O:5][C:6](=[O:27])[NH:7][CH2:8][C:9]1[CH:14]=[C:13]([F:15])[CH:12]=[CH:11][C:10]=1[O:16][C:17]1[CH:18]=[C:19]2[C:23](=[CH:24][CH:25]=1)[N:22]([CH3:26])[N:21]=[CH:20]2)([CH3:4])([CH3:3])[CH3:2].[H-].[Na+].[CH3:30]I.[NH4+].[Cl-], predict the reaction product. The product is: [C:1]([O:5][C:6](=[O:27])[N:7]([CH2:8][C:9]1[CH:14]=[C:13]([F:15])[CH:12]=[CH:11][C:10]=1[O:16][C:17]1[CH:18]=[C:19]2[C:23](=[CH:24][CH:25]=1)[N:22]([CH3:26])[N:21]=[CH:20]2)[CH3:30])([CH3:4])([CH3:3])[CH3:2]. (5) Given the reactants C[O:2][C:3](=[O:47])[CH2:4][C@H:5]([OH:46])[CH2:6][C@H:7]([OH:45])[CH2:8][CH2:9][C:10]1[N:11]([CH:42]([CH3:44])[CH3:43])[C:12]([C:29](=[O:41])[NH:30][C@@H:31]([C:33]2[CH:38]=[CH:37][C:36]([O:39][CH3:40])=[CH:35][CH:34]=2)[CH3:32])=[C:13]([C:22]2[CH:27]=[CH:26][C:25]([F:28])=[CH:24][CH:23]=2)[C:14]=1[C:15]1[CH:20]=[CH:19][C:18]([F:21])=[CH:17][CH:16]=1.C(O)C.O.[OH-].[Na+:53], predict the reaction product. The product is: [Na+:53].[F:21][C:18]1[CH:19]=[CH:20][C:15]([C:14]2[C:13]([C:22]3[CH:27]=[CH:26][C:25]([F:28])=[CH:24][CH:23]=3)=[C:12]([C:29](=[O:41])[NH:30][C@@H:31]([C:33]3[CH:38]=[CH:37][C:36]([O:39][CH3:40])=[CH:35][CH:34]=3)[CH3:32])[N:11]([CH:42]([CH3:44])[CH3:43])[C:10]=2[CH2:9][CH2:8][C@@H:7]([OH:45])[CH2:6][C@@H:5]([OH:46])[CH2:4][C:3]([O-:47])=[O:2])=[CH:16][CH:17]=1. (6) Given the reactants [Cl:1][C:2]1[CH:7]=[C:6]([CH2:8][CH2:9][NH:10][C:11]2[N:16]=[C:15]([C:17]3[CH:22]=[CH:21][CH:20]=[C:19]([CH2:23][NH:24][CH:25]([CH3:27])[CH3:26])[CH:18]=3)[CH:14]=[CH:13][N:12]=2)[CH:5]=[CH:4][C:3]=1[OH:28].[CH3:29][N:30]1[CH2:35][CH2:34][CH:33]([C:36](O)=[O:37])[CH2:32][CH2:31]1, predict the reaction product. The product is: [Cl:1][C:2]1[CH:7]=[C:6]([CH2:8][CH2:9][NH:10][C:11]2[N:16]=[C:15]([C:17]3[CH:18]=[C:19]([CH:20]=[CH:21][CH:22]=3)[CH2:23][N:24]([CH:25]([CH3:26])[CH3:27])[C:36]([CH:33]3[CH2:34][CH2:35][N:30]([CH3:29])[CH2:31][CH2:32]3)=[O:37])[CH:14]=[CH:13][N:12]=2)[CH:5]=[CH:4][C:3]=1[OH:28]. (7) The product is: [F:32][C:26]1[CH:27]=[CH:28][CH:29]=[C:30]([F:31])[C:25]=1[NH:24][C:22](=[O:23])[C:21]1[CH:33]=[C:17]([C:9]2[N:10]=[C:11]3[CH:16]=[CH:15][CH:14]=[CH:13][N:12]3[C:8]=2[C:6]2[CH:5]=[CH:4][N:3]=[C:2]([NH:54][C:40]3[CH:41]=[CH:42][C:43]([N:45]4[CH2:50][CH2:49][N:48]([CH2:51][CH2:52][CH3:53])[CH2:47][CH2:46]4)=[CH:44][C:39]=3[O:38][CH3:37])[N:7]=2)[CH:18]=[CH:19][C:20]=1[O:34][CH2:35][CH3:36]. Given the reactants Cl[C:2]1[N:7]=[C:6]([C:8]2[N:12]3[CH:13]=[CH:14][CH:15]=[CH:16][C:11]3=[N:10][C:9]=2[C:17]2[CH:18]=[CH:19][C:20]([O:34][CH2:35][CH3:36])=[C:21]([CH:33]=2)[C:22]([NH:24][C:25]2[C:30]([F:31])=[CH:29][CH:28]=[CH:27][C:26]=2[F:32])=[O:23])[CH:5]=[CH:4][N:3]=1.[CH3:37][O:38][C:39]1[CH:44]=[C:43]([N:45]2[CH2:50][CH2:49][N:48]([CH2:51][CH2:52][CH3:53])[CH2:47][CH2:46]2)[CH:42]=[CH:41][C:40]=1[NH2:54].Cl.O1CCOCC1.C[O-].[Na+], predict the reaction product.